Dataset: Catalyst prediction with 721,799 reactions and 888 catalyst types from USPTO. Task: Predict which catalyst facilitates the given reaction. (1) Reactant: [NH2:1][C:2]1[N:10]=[C:9]([F:11])[N:8]=[C:7]2[C:3]=1[N:4]=[C:5]([CH2:19][C:20]1[C:28]([I:29])=[CH:27][C:23]3[O:24][CH2:25][O:26][C:22]=3[CH:21]=1)[N:6]2[CH2:12][CH2:13][CH2:14][CH2:15][C:16](=[O:18])[CH3:17].[BH4-].[Na+]. Product: [NH2:1][C:2]1[N:10]=[C:9]([F:11])[N:8]=[C:7]2[C:3]=1[N:4]=[C:5]([CH2:19][C:20]1[C:28]([I:29])=[CH:27][C:23]3[O:24][CH2:25][O:26][C:22]=3[CH:21]=1)[N:6]2[CH2:12][CH2:13][CH2:14][CH2:15][CH:16]([OH:18])[CH3:17]. The catalyst class is: 5. (2) Reactant: [CH2:1]([NH:5][CH2:6][CH2:7][CH2:8][OH:9])[CH:2]([CH3:4])[CH3:3].[OH-].[Na+].[C:12](O[C:12]([O:14][C:15]([CH3:18])([CH3:17])[CH3:16])=[O:13])([O:14][C:15]([CH3:18])([CH3:17])[CH3:16])=[O:13]. Product: [C:15]([O:14][C:12](=[O:13])[N:5]([CH2:6][CH2:7][CH2:8][OH:9])[CH2:1][CH:2]([CH3:4])[CH3:3])([CH3:18])([CH3:17])[CH3:16]. The catalyst class is: 1. (3) The catalyst class is: 5. Product: [C:1]([O-:13])(=[O:12])[CH:2]=[CH:3][CH2:4][CH2:5][CH2:6][CH2:7][CH2:8][CH2:9][CH2:10][CH3:11].[K+:19]. Reactant: [C:1]([OH:13])(=[O:12])[CH2:2][CH2:3][CH2:4][CH2:5][CH2:6][CH2:7][CH2:8][CH2:9][CH:10]=[CH2:11].CC(C)([O-])C.[K+:19].